Regression. Given two drug SMILES strings and cell line genomic features, predict the synergy score measuring deviation from expected non-interaction effect. From a dataset of Merck oncology drug combination screen with 23,052 pairs across 39 cell lines. Drug 1: CN1C(=O)C=CC2(C)C3CCC4(C)C(NC(=O)OCC(F)(F)F)CCC4C3CCC12. Drug 2: COC1CC2CCC(C)C(O)(O2)C(=O)C(=O)N2CCCCC2C(=O)OC(C(C)CC2CCC(OP(C)(C)=O)C(OC)C2)CC(=O)C(C)C=C(C)C(O)C(OC)C(=O)C(C)CC(C)C=CC=CC=C1C. Cell line: A2780. Synergy scores: synergy=35.6.